This data is from Reaction yield outcomes from USPTO patents with 853,638 reactions. The task is: Predict the reaction yield, written as a fraction of the theoretical maximum amount of product (1.0 means a 100% yield; for example, 0.34 means a 34% yield). The reactants are [NH:1]1[C:5]2[CH:6]=[CH:7][CH:8]=[CH:9][C:4]=2[N:3]=[C:2]1[C:10]1[C:18]2[C:13](=[CH:14][CH:15]=[C:16](I)[CH:17]=2)[NH:12][N:11]=1.[CH:20]([O-])=[O:21].[Na+]. The catalyst is CN(C=O)C.CCOC(C)=O.Cl[Pd](Cl)([P](C1C=CC=CC=1)(C1C=CC=CC=1)C1C=CC=CC=1)[P](C1C=CC=CC=1)(C1C=CC=CC=1)C1C=CC=CC=1. The product is [NH:1]1[C:5]2[CH:6]=[CH:7][CH:8]=[CH:9][C:4]=2[N:3]=[C:2]1[C:10]1[C:18]2[C:13](=[CH:14][CH:15]=[C:16]([CH:20]=[O:21])[CH:17]=2)[NH:12][N:11]=1. The yield is 0.370.